Dataset: Catalyst prediction with 721,799 reactions and 888 catalyst types from USPTO. Task: Predict which catalyst facilitates the given reaction. (1) Reactant: C(O)C.[CH:4]([C:7]1[N:12]=[C:11]([C:13]2[NH:14][O:15][C:16](=[O:18])[N:17]=2)[CH:10]=[C:9]([C:19]([F:22])([F:21])[F:20])[N:8]=1)([CH3:6])[CH3:5].[CH:23]([CH:25]=[CH2:26])=[O:24]. Product: [CH:4]([C:7]1[N:12]=[C:11]([C:13]2[N:17]([CH2:26][CH2:25][CH:23]=[O:24])[C:16](=[O:18])[O:15][N:14]=2)[CH:10]=[C:9]([C:19]([F:20])([F:22])[F:21])[N:8]=1)([CH3:6])[CH3:5]. The catalyst class is: 66. (2) Reactant: [C:1]1([CH:7]([C:29]2[CH:34]=[CH:33][CH:32]=[CH:31][CH:30]=2)[CH2:8][NH:9][C:10]2[N:18]=[C:17](S(C)(=O)=O)[N:16]=[C:15]3[C:11]=2[N:12]=[CH:13][N:14]3[CH:23]2[CH2:28][CH2:27][CH2:26][CH2:25][O:24]2)[CH:6]=[CH:5][CH:4]=[CH:3][CH:2]=1.[C-:35]#[N:36].[K+]. Product: [C:1]1([CH:7]([C:29]2[CH:34]=[CH:33][CH:32]=[CH:31][CH:30]=2)[CH2:8][NH:9][C:10]2[N:18]=[C:17]([C:35]#[N:36])[N:16]=[C:15]3[C:11]=2[N:12]=[CH:13][N:14]3[CH:23]2[CH2:28][CH2:27][CH2:26][CH2:25][O:24]2)[CH:6]=[CH:5][CH:4]=[CH:3][CH:2]=1. The catalyst class is: 35. (3) Reactant: [Br:1][C:2]1[S:6][C:5]([S:7](Cl)(=[O:9])=[O:8])=[CH:4][CH:3]=1.C(N(CC)CC)C.[F:18][C:19]1[CH:27]=[CH:26][C:22]([CH2:23][CH2:24][NH2:25])=[CH:21][CH:20]=1. Product: [F:18][C:19]1[CH:27]=[CH:26][C:22]([CH2:23][CH2:24][NH:25][S:7]([C:5]2[S:6][C:2]([Br:1])=[CH:3][CH:4]=2)(=[O:9])=[O:8])=[CH:21][CH:20]=1. The catalyst class is: 7. (4) Reactant: Br[C:2]1[CH:3]=[CH:4][C:5]2[O:9][CH2:8][C:7]([CH3:11])([CH3:10])[C:6]=2[CH:12]=1.[Li]CCCC.CN([CH:21]=[O:22])C.O. Product: [CH3:10][C:7]1([CH3:11])[C:6]2[CH:12]=[C:2]([CH:21]=[O:22])[CH:3]=[CH:4][C:5]=2[O:9][CH2:8]1. The catalyst class is: 1. (5) Product: [NH:1]1[C:5]2[CH:6]=[CH:7][C:8]([N:10]3[CH:14]([C:13]4[CH:16]=[C:17]([F:21])[CH:18]=[C:19]([F:20])[C:12]=4[F:11])[C:27]([C:28]4[CH:29]=[CH:30][CH:31]=[CH:32][CH:33]=4)=[C:26]([OH:34])[C:25]3=[O:24])=[CH:9][C:4]=2[N:3]=[CH:2]1. The catalyst class is: 8. Reactant: [NH:1]1[C:5]2[CH:6]=[CH:7][C:8]([NH2:10])=[CH:9][C:4]=2[N:3]=[CH:2]1.[F:11][C:12]1[C:19]([F:20])=[CH:18][C:17]([F:21])=[CH:16][C:13]=1[CH:14]=O.C([O:24][C:25](=O)[C:26](=[O:34])[CH2:27][C:28]1[CH:33]=[CH:32][CH:31]=[CH:30][CH:29]=1)C. (6) Product: [CH3:61][C:60]([CH3:63])([CH3:62])[C@H:55]([NH:54][C:12]([C:10]1[CH:9]=[N:8][C:7]([N:15]2[CH2:18][C:17]([F:20])([F:19])[CH2:16]2)=[C:6]([O:5][CH2:4][CH:1]2[CH2:2][CH2:3]2)[N:11]=1)=[O:14])[C:56](=[O:57])[NH:58][CH3:59]. The catalyst class is: 3. Reactant: [CH:1]1([CH2:4][O:5][C:6]2[N:11]=[C:10]([C:12]([OH:14])=O)[CH:9]=[N:8][C:7]=2[N:15]2[CH2:18][C:17]([F:20])([F:19])[CH2:16]2)[CH2:3][CH2:2]1.CN(C(ON1N=NC2C=CC=CC1=2)=[N+](C)C)C.F[P-](F)(F)(F)(F)F.CCN(C(C)C)C(C)C.[NH2:54][C@@H:55]([C:60]([CH3:63])([CH3:62])[CH3:61])[C:56]([NH:58][CH3:59])=[O:57]. (7) The catalyst class is: 1. Reactant: CCCC[N+](CCCC)(CCCC)CCCC.[F-].C([SiH2][O:24][C:25](C1C=CC=CC=1)(C1C=CC=CC=1)[C:26]1[CH:31]=[CH:30][N:29]2[N:32]=[C:33]([CH3:52])[C:34]([C:35]3[C:36](=[O:51])[NH:37][C:38](=[O:50])[C:39]=3[C:40]3[C:48]4[C:43](=[C:44]([CH3:49])[CH:45]=[CH:46][CH:47]=4)[NH:42][CH:41]=3)=[C:28]2[CH:27]=1)(C)(C)C. Product: [OH:24][CH2:25][C:26]1[CH:31]=[CH:30][N:29]2[N:32]=[C:33]([CH3:52])[C:34]([C:35]3[C:36](=[O:51])[NH:37][C:38](=[O:50])[C:39]=3[C:40]3[C:48]4[C:43](=[C:44]([CH3:49])[CH:45]=[CH:46][CH:47]=4)[NH:42][CH:41]=3)=[C:28]2[CH:27]=1. (8) Reactant: [F:1][C:2]([F:13])([F:12])[C:3]1[CH:4]=[CH:5][C:6]([I:11])=[C:7]([CH:10]=1)[CH2:8]O.P(Br)(Br)[Br:15]. Product: [F:1][C:2]([F:13])([F:12])[C:3]1[CH:4]=[CH:5][C:6]([I:11])=[C:7]([CH:10]=1)[CH2:8][Br:15]. The catalyst class is: 28. (9) Reactant: [Cl:1][C:2]1[N:7]=[CH:6][C:5]([C@@H:8]([OH:21])[CH2:9][O:10][S:11]([C:14]2[CH:19]=[CH:18][C:17]([CH3:20])=[CH:16][CH:15]=2)(=[O:13])=[O:12])=[CH:4][CH:3]=1.N1C=CN=C1.[Si:27](Cl)([C:30]([CH3:33])([CH3:32])[CH3:31])([CH3:29])[CH3:28].C(OCC)(=O)C. Product: [C:30]([Si:27]([CH3:29])([CH3:28])[O:21][C@H:8]([C:5]1[CH:6]=[N:7][C:2]([Cl:1])=[CH:3][CH:4]=1)[CH2:9][O:10][S:11]([C:14]1[CH:15]=[CH:16][C:17]([CH3:20])=[CH:18][CH:19]=1)(=[O:13])=[O:12])([CH3:33])([CH3:32])[CH3:31]. The catalyst class is: 9.